From a dataset of Reaction yield outcomes from USPTO patents with 853,638 reactions. Predict the reaction yield, written as a fraction of the theoretical maximum amount of product (1.0 means a 100% yield; for example, 0.34 means a 34% yield). (1) The reactants are C([N:4]1[C:12]2[C:7](=[CH:8][C:9]([C:13]([NH:15][CH2:16][CH2:17][C:18]([O:20]C(C)(C)C)=O)=[O:14])=[CH:10][CH:11]=2)[C:6]([C:25]2[CH:30]=[CH:29][C:28]([F:31])=[CH:27][CH:26]=2)=[N:5]1)(=O)C.CO.[OH-].[NH4+:35].C([O-])(=O)C.[NH4+]. The catalyst is CN(C)C=O. The product is [C:18]([CH2:17][CH2:16][NH:15][C:13]([C:9]1[CH:8]=[C:7]2[C:12](=[CH:11][CH:10]=1)[NH:4][N:5]=[C:6]2[C:25]1[CH:26]=[CH:27][C:28]([F:31])=[CH:29][CH:30]=1)=[O:14])(=[O:20])[NH2:35]. The yield is 0.190. (2) The reactants are [Cl:1][C:2]1[CH:7]=[CH:6][C:5]([OH:8])=[CH:4][CH:3]=1.Br[C:10]1([C:14](OCC)=O)[CH2:13][CH2:12][CH2:11]1.[C:19](=[O:22])([O-])[O-:20].[K+].[K+].[CH3:25]N(C=O)C. No catalyst specified. The product is [CH2:14]([CH:10]1[CH2:11][CH2:12][C:13]1([O:8][C:5]1[CH:6]=[CH:7][C:2]([Cl:1])=[CH:3][CH:4]=1)[C:19]([OH:20])=[O:22])[CH3:25]. The yield is 0.260. (3) The reactants are [CH3:1][O:2][C:3]1[C:11]([O:12]C)=[CH:10][C:6]([C:7]([OH:9])=[O:8])=[C:5]([N+:14]([O-:16])=[O:15])[CH:4]=1.Cl. The catalyst is [OH-].[K+]. The product is [OH:12][C:11]1[C:3]([O:2][CH3:1])=[CH:4][C:5]([N+:14]([O-:16])=[O:15])=[C:6]([CH:10]=1)[C:7]([OH:9])=[O:8]. The yield is 0.950. (4) The reactants are [CH:1]([C:3]1[C:12]2[C:7](=[CH:8][CH:9]=[CH:10][CH:11]=2)[C:6]([CH2:13][N:14]2[C:22](=[O:23])[C:21]3[C:16](=[CH:17][CH:18]=[CH:19][CH:20]=3)[C:15]2=[O:24])=[CH:5][CH:4]=1)=[CH2:2].Br[CH:26]([C:31]1[CH:36]=[C:35]([Cl:37])[C:34]([Cl:38])=[C:33]([Cl:39])[CH:32]=1)[C:27]([F:30])([F:29])[F:28].N1C=CC=CC=1C1C=CC=CN=1. The catalyst is ClC1C=CC=CC=1Cl.Cl[Cu]. The product is [F:30][C:27]([F:28])([F:29])[CH:26]([C:31]1[CH:32]=[C:33]([Cl:39])[C:34]([Cl:38])=[C:35]([Cl:37])[CH:36]=1)/[CH:2]=[CH:1]/[C:3]1[C:12]2[C:7](=[CH:8][CH:9]=[CH:10][CH:11]=2)[C:6]([CH2:13][N:14]2[C:22](=[O:23])[C:21]3[C:16](=[CH:17][CH:18]=[CH:19][CH:20]=3)[C:15]2=[O:24])=[CH:5][CH:4]=1. The yield is 0.560. (5) The reactants are Cl[C:2]1[N:7]=[C:6]([NH:8][C:9]2[CH:14]=[CH:13][C:12]3[O:15][CH2:16][CH2:17][O:18][C:11]=3[CH:10]=2)[C:5]([F:19])=[CH:4][N:3]=1.[CH:20](N(CC)C(C)C)(C)C.[CH2:29]([O:33][C:34]1[CH:40]=[CH:39][C:37](N)=[CH:36][CH:35]=1)[CH2:30][CH2:31][CH3:32]. The catalyst is C(O)CO. The product is [CH2:29]([O:33][C:34]1[CH:40]=[CH:39][C:37]([NH:7][C:2]2[CH:20]=[C:6]([NH:8][C:9]3[CH:14]=[CH:13][C:12]4[O:15][CH2:16][CH2:17][O:18][C:11]=4[CH:10]=3)[C:5]([F:19])=[CH:4][N:3]=2)=[CH:36][CH:35]=1)[CH2:30][CH2:31][CH3:32]. The yield is 0.490. (6) The product is [CH2:17]([N:16]([CH2:19][CH3:20])[C:1](=[O:3])[C:4]1[CH:11]=[CH:10][C:7]([CH:8]=[O:9])=[CH:6][CH:5]=1)[CH3:18]. The yield is 0.900. The reactants are [C:1]([C:4]1[CH:11]=[CH:10][C:7]([CH:8]=[O:9])=[CH:6][CH:5]=1)([OH:3])=O.O=S(Cl)Cl.[NH:16]([CH2:19][CH3:20])[CH2:17][CH3:18]. No catalyst specified. (7) The reactants are [CH2:1]([O:3][C:4](=[O:12])[C:5]1[CH:10]=[CH:9][C:8]([NH2:11])=[CH:7][CH:6]=1)[CH3:2].[F:13][C:14]1[CH:15]=[C:16]([CH:19]=[C:20]([F:22])[CH:21]=1)[CH:17]=O. The catalyst is C(O)C. The product is [CH2:1]([O:3][C:4](=[O:12])[C:5]1[CH:10]=[CH:9][C:8]([N:11]=[CH:17][C:16]2[CH:15]=[C:14]([F:13])[CH:21]=[C:20]([F:22])[CH:19]=2)=[CH:7][CH:6]=1)[CH3:2]. The yield is 0.740.